From a dataset of Full USPTO retrosynthesis dataset with 1.9M reactions from patents (1976-2016). Predict the reactants needed to synthesize the given product. (1) Given the product [C:27]([NH:26][C:22]1[CH:21]=[C:20]([C:10]2[N:11]([CH2:12][O:13][CH2:14][CH2:15][Si:16]([CH3:19])([CH3:18])[CH3:17])[C:5]3[C:6](=[N:7][CH:8]=[C:3]([CH:1]([OH:2])[C:43]([F:45])([F:44])[C:42]([NH2:48])=[O:41])[CH:4]=3)[C:9]=2[C:30]2[CH:35]=[CH:34][C:33]([O:36][CH3:37])=[CH:32][N:31]=2)[CH:25]=[CH:24][N:23]=1)(=[O:29])[CH3:28], predict the reactants needed to synthesize it. The reactants are: [CH:1]([C:3]1[CH:4]=[C:5]2[N:11]([CH2:12][O:13][CH2:14][CH2:15][Si:16]([CH3:19])([CH3:18])[CH3:17])[C:10]([C:20]3[CH:25]=[CH:24][N:23]=[C:22]([NH:26][C:27](=[O:29])[CH3:28])[CH:21]=3)=[C:9]([C:30]3[CH:35]=[CH:34][C:33]([O:36][CH3:37])=[CH:32][N:31]=3)[C:6]2=[N:7][CH:8]=1)=[O:2].[Br-].C([O:41][C:42](=O)[C:43]([Zn+])([F:45])[F:44])C.[NH3:48]. (2) Given the product [NH2:40][C:35]1[C:34]([O:33][CH2:32][CH:29]2[CH2:30][CH2:31][N:26]([C:15]3[N:16]=[C:17]([O:19][CH2:20][CH:21]4[CH2:23][C:22]4([F:25])[F:24])[N:18]=[C:13]([CH:2]([C:1]#[N:5])[C:3]#[N:4])[N:14]=3)[CH2:27][CH2:28]2)=[CH:39][N:38]=[CH:37][N:36]=1, predict the reactants needed to synthesize it. The reactants are: [C:1](#[N:5])[CH2:2][C:3]#[N:4].C([O-])([O-])=O.[K+].[K+].Cl[C:13]1[N:18]=[C:17]([O:19][CH2:20][CH:21]2[CH2:23][C:22]2([F:25])[F:24])[N:16]=[C:15]([N:26]2[CH2:31][CH2:30][CH:29]([CH2:32][O:33][C:34]3[C:35]([NH2:40])=[N:36][CH:37]=[N:38][CH:39]=3)[CH2:28][CH2:27]2)[N:14]=1. (3) The reactants are: [O:1]1[C:5]2[CH:6]=[CH:7][C:8]([C:10]3[S:11][CH:12]=[C:13]([C:15]([OH:17])=O)[N:14]=3)=[CH:9][C:4]=2[CH2:3][CH2:2]1.[CH3:18][S:19][C:20]1[N:24]=[C:23]([NH2:25])[NH:22][N:21]=1.N1C=CC=CC=1. Given the product [O:1]1[C:5]2[CH:6]=[CH:7][C:8]([C:10]3[S:11][CH:12]=[C:13]([C:15]([NH:25][C:23]4[NH:24][C:20]([S:19][CH3:18])=[N:21][N:22]=4)=[O:17])[N:14]=3)=[CH:9][C:4]=2[CH2:3][CH2:2]1, predict the reactants needed to synthesize it. (4) Given the product [Br:1][C:2]1[CH:3]=[C:4]2[C:14](=[CH:15][CH:16]=1)[C:7]1([O:11][C:10](=[O:12])[N:9]([CH2:18][C:19]([N:21]([C@@H:30]([CH:35]3[CH2:37][CH2:36]3)[C:31]([F:34])([F:33])[F:32])[CH2:22][C:23]3[CH:28]=[CH:27][C:26]([F:29])=[CH:25][CH:24]=3)=[O:20])[C:8]1=[O:13])[CH2:6][CH2:5][CH2:39]2, predict the reactants needed to synthesize it. The reactants are: [Br:1][C:2]1[CH:3]=[C:4]2[C:14](=[CH:15][CH:16]=1)[C@:7]1([O:11][C:10](=[O:12])[NH:9][C:8]1=[O:13])[CH2:6][CH2:5]2.Br[CH2:18][C:19]([N:21]([C@@H:30]([CH:35]1[CH2:37][CH2:36]1)[C:31]([F:34])([F:33])[F:32])[CH2:22][C:23]1[CH:28]=[CH:27][C:26]([F:29])=[CH:25][CH:24]=1)=[O:20].Br[CH2:39]C(N(CC1C=CC(F)=CC=1)[C@@H](C)C(F)(F)F)=O. (5) Given the product [C:1]([C:3]1[CH:4]=[C:5]([CH:20]=[CH:21][CH:22]=1)[CH2:6][N:7]1[CH2:12][CH2:11][N:10]([C:13]2[CH:18]=[CH:17][C:16]([NH:19][C:39]([C:33]3[C:32]([C:29]4[CH:28]=[CH:27][C:26]([CH:23]([CH3:25])[CH3:24])=[CH:31][CH:30]=4)=[C:37]([CH3:38])[CH:36]=[CH:35][CH:34]=3)=[O:40])=[CH:15][CH:14]=2)[CH2:9][CH2:8]1)#[N:2], predict the reactants needed to synthesize it. The reactants are: [C:1]([C:3]1[CH:4]=[C:5]([CH:20]=[CH:21][CH:22]=1)[CH2:6][N:7]1[CH2:12][CH2:11][N:10]([C:13]2[CH:18]=[CH:17][C:16]([NH2:19])=[CH:15][CH:14]=2)[CH2:9][CH2:8]1)#[N:2].[CH:23]([C:26]1[CH:31]=[CH:30][C:29]([C:32]2[C:33]([C:39](O)=[O:40])=[CH:34][CH:35]=[CH:36][C:37]=2[CH3:38])=[CH:28][CH:27]=1)([CH3:25])[CH3:24].C1C=CC2N(O)N=NC=2C=1.CCN=C=NCCCN(C)C.Cl.